Dataset: Reaction yield outcomes from USPTO patents with 853,638 reactions. Task: Predict the reaction yield, written as a fraction of the theoretical maximum amount of product (1.0 means a 100% yield; for example, 0.34 means a 34% yield). The reactants are C([O:3][C:4](=[O:47])[CH2:5][CH2:6][CH2:7][O:8][C:9]1[CH:14]=[CH:13][CH:12]=[C:11]([CH2:15][CH2:16][CH2:17][CH2:18][CH2:19][CH2:20][O:21][C:22]2[CH:27]=[C:26]([C:28]3[CH:36]=[C:35]4[C:31]([CH:32]=[CH:33][NH:34]4)=[CH:30][CH:29]=3)[CH:25]=[C:24]([O:37][CH2:38][CH3:39])[CH:23]=2)[C:10]=1[CH2:40][CH2:41][C:42]([O:44]CC)=[O:43])C.[OH-].[Na+]. No catalyst specified. The product is [C:42]([CH2:41][CH2:40][C:10]1[C:11]([CH2:15][CH2:16][CH2:17][CH2:18][CH2:19][CH2:20][O:21][C:22]2[CH:27]=[C:26]([C:28]3[CH:36]=[C:35]4[C:31]([CH:32]=[CH:33][NH:34]4)=[CH:30][CH:29]=3)[CH:25]=[C:24]([O:37][CH2:38][CH3:39])[CH:23]=2)=[CH:12][CH:13]=[CH:14][C:9]=1[O:8][CH2:7][CH2:6][CH2:5][C:4]([OH:47])=[O:3])([OH:44])=[O:43]. The yield is 0.780.